Predict the product of the given reaction. From a dataset of Forward reaction prediction with 1.9M reactions from USPTO patents (1976-2016). Given the reactants [C:1]([O:4][CH2:5][CH2:6][CH2:7][CH2:8][CH2:9][CH2:10][CH2:11][CH2:12][CH2:13][CH2:14][CH2:15][CH2:16][CH2:17][CH2:18][CH2:19][CH2:20][CH2:21]O)(=[O:3])[CH3:2].C1C=CC(P(C2C=CC=CC=2)C2C=CC=CC=2)=CC=1.N1C=CN=C1.[I:47]I, predict the reaction product. The product is: [C:1]([O:4][CH2:5][CH2:6][CH2:7][CH2:8][CH2:9][CH2:10][CH2:11][CH2:12][CH2:13][CH2:14][CH2:15][CH2:16][CH2:17][CH2:18][CH2:19][CH2:20][CH2:21][I:47])(=[O:3])[CH3:2].